This data is from Catalyst prediction with 721,799 reactions and 888 catalyst types from USPTO. The task is: Predict which catalyst facilitates the given reaction. (1) The catalyst class is: 38. Reactant: C[O:2][C:3]([C:5]1[CH:6]=[CH:7][C:8]2[C@@:14]3([CH2:25][C:26]4[CH:31]=[CH:30][CH:29]=[CH:28][CH:27]=4)[CH2:15][CH:16]=[C:17]([C:19]4[CH:24]=[CH:23][CH:22]=[CH:21][CH:20]=4)[CH2:18][C@H:13]3[CH2:12][CH2:11][CH2:10][C:9]=2[CH:32]=1)=[O:4].C[O:34][C:35]([C:37]1[CH:38]=[CH:39][C:40]2[C@:46]3([CH2:57][C:58]4[CH:63]=[CH:62][CH:61]=[CH:60][CH:59]=4)[CH2:47][CH:48]=[C:49]([C:51]4[CH:56]=[CH:55][CH:54]=[CH:53][CH:52]=4)[CH2:50][C@@H:45]3[CH2:44][CH2:43][CH2:42][C:41]=2[CH:64]=1)=[O:36].[Li+].[OH-]. Product: [CH2:25]([C@:14]12[CH2:15][CH:16]=[C:17]([C:19]3[CH:24]=[CH:23][CH:22]=[CH:21][CH:20]=3)[CH2:18][C@H:13]1[CH2:12][CH2:11][CH2:10][C:9]1[CH:32]=[C:5]([C:3]([OH:4])=[O:2])[CH:6]=[CH:7][C:8]2=1)[C:26]1[CH:27]=[CH:28][CH:29]=[CH:30][CH:31]=1.[CH2:57]([C@@:46]12[CH2:47][CH:48]=[C:49]([C:51]3[CH:56]=[CH:55][CH:54]=[CH:53][CH:52]=3)[CH2:50][C@@H:45]1[CH2:44][CH2:43][CH2:42][C:41]1[CH:64]=[C:37]([C:35]([OH:36])=[O:34])[CH:38]=[CH:39][C:40]2=1)[C:58]1[CH:59]=[CH:60][CH:61]=[CH:62][CH:63]=1. (2) Reactant: [C:1]([O:5][C:6](=[O:32])[NH:7][C:8]1[N:9]([CH3:31])[C:10](=[O:30])[C:11]([O:28][CH3:29])=[C:12]2[C:17]=1[CH2:16][CH2:15][N:14]([CH2:18][C:19]1[CH:24]=[CH:23][C:22]([F:25])=[C:21]([Cl:26])[CH:20]=1)[C:13]2=[O:27])([CH3:4])([CH3:3])[CH3:2].[H-].[Na+].[CH3:35][S:36](Cl)(=[O:38])=[O:37]. Product: [C:1]([O:5][C:6](=[O:32])[N:7]([C:8]1[N:9]([CH3:31])[C:10](=[O:30])[C:11]([O:28][CH3:29])=[C:12]2[C:17]=1[CH2:16][CH2:15][N:14]([CH2:18][C:19]1[CH:24]=[CH:23][C:22]([F:25])=[C:21]([Cl:26])[CH:20]=1)[C:13]2=[O:27])[S:36]([CH3:35])(=[O:38])=[O:37])([CH3:4])([CH3:3])[CH3:2]. The catalyst class is: 3. (3) The catalyst class is: 564. Reactant: Br[C:2]1[C:7]([F:8])=[C:6]([N+:9]([O-:11])=[O:10])[CH:5]=[CH:4][C:3]=1[F:12].[O:13]1[CH2:18][CH2:17][CH2:16][CH2:15][CH:14]1[N:19]1[C:23](B2OC(C)(C)C(C)(C)O2)=[CH:22][CH:21]=[N:20]1.C(=O)([O-])[O-].[Na+].[Na+]. Product: [F:8][C:7]1[C:6]([N+:9]([O-:11])=[O:10])=[CH:5][CH:4]=[C:3]([F:12])[C:2]=1[C:23]1[N:19]([CH:14]2[CH2:15][CH2:16][CH2:17][CH2:18][O:13]2)[N:20]=[CH:21][CH:22]=1.